From a dataset of NCI-60 drug combinations with 297,098 pairs across 59 cell lines. Regression. Given two drug SMILES strings and cell line genomic features, predict the synergy score measuring deviation from expected non-interaction effect. (1) Drug 1: COC1=C(C=C2C(=C1)N=CN=C2NC3=CC(=C(C=C3)F)Cl)OCCCN4CCOCC4. Drug 2: CN(C)N=NC1=C(NC=N1)C(=O)N. Cell line: EKVX. Synergy scores: CSS=31.0, Synergy_ZIP=1.23, Synergy_Bliss=0.936, Synergy_Loewe=-12.9, Synergy_HSA=-0.263. (2) Drug 1: C1=CN(C=N1)CC(O)(P(=O)(O)O)P(=O)(O)O. Drug 2: CC12CCC3C(C1CCC2OP(=O)(O)O)CCC4=C3C=CC(=C4)OC(=O)N(CCCl)CCCl.[Na+]. Cell line: MOLT-4. Synergy scores: CSS=-5.46, Synergy_ZIP=-1.19, Synergy_Bliss=-7.66, Synergy_Loewe=-5.95, Synergy_HSA=-6.64. (3) Drug 1: C1=CC(=CC=C1CCCC(=O)O)N(CCCl)CCCl. Drug 2: CC1=CC=C(C=C1)C2=CC(=NN2C3=CC=C(C=C3)S(=O)(=O)N)C(F)(F)F. Cell line: TK-10. Synergy scores: CSS=9.57, Synergy_ZIP=-2.70, Synergy_Bliss=-3.13, Synergy_Loewe=-5.79, Synergy_HSA=-4.45. (4) Drug 1: CS(=O)(=O)OCCCCOS(=O)(=O)C. Drug 2: C1CC(=O)NC(=O)C1N2C(=O)C3=CC=CC=C3C2=O. Cell line: LOX IMVI. Synergy scores: CSS=4.25, Synergy_ZIP=-1.05, Synergy_Bliss=1.18, Synergy_Loewe=-0.780, Synergy_HSA=-0.778. (5) Drug 1: CCC1(CC2CC(C3=C(CCN(C2)C1)C4=CC=CC=C4N3)(C5=C(C=C6C(=C5)C78CCN9C7C(C=CC9)(C(C(C8N6C)(C(=O)OC)O)OC(=O)C)CC)OC)C(=O)OC)O.OS(=O)(=O)O. Drug 2: CC(C)CN1C=NC2=C1C3=CC=CC=C3N=C2N. Cell line: 786-0. Synergy scores: CSS=-1.47, Synergy_ZIP=0.126, Synergy_Bliss=-1.97, Synergy_Loewe=-0.651, Synergy_HSA=-2.55. (6) Drug 1: CN(C)C1=NC(=NC(=N1)N(C)C)N(C)C. Synergy scores: CSS=9.21, Synergy_ZIP=-0.436, Synergy_Bliss=-0.192, Synergy_Loewe=-9.21, Synergy_HSA=-1.63. Cell line: UO-31. Drug 2: COCCOC1=C(C=C2C(=C1)C(=NC=N2)NC3=CC=CC(=C3)C#C)OCCOC.Cl. (7) Drug 1: CCCCCOC(=O)NC1=NC(=O)N(C=C1F)C2C(C(C(O2)C)O)O. Drug 2: C1C(C(OC1N2C=NC(=NC2=O)N)CO)O. Cell line: IGROV1. Synergy scores: CSS=-5.99, Synergy_ZIP=1.93, Synergy_Bliss=-2.91, Synergy_Loewe=-7.46, Synergy_HSA=-7.10. (8) Drug 1: CC1=CC2C(CCC3(C2CCC3(C(=O)C)OC(=O)C)C)C4(C1=CC(=O)CC4)C. Drug 2: C1CC(=O)NC(=O)C1N2C(=O)C3=CC=CC=C3C2=O. Cell line: HCT116. Synergy scores: CSS=18.5, Synergy_ZIP=13.9, Synergy_Bliss=16.6, Synergy_Loewe=16.5, Synergy_HSA=16.8. (9) Drug 1: C1=CC=C(C=C1)NC(=O)CCCCCCC(=O)NO. Drug 2: COCCOC1=C(C=C2C(=C1)C(=NC=N2)NC3=CC=CC(=C3)C#C)OCCOC.Cl. Cell line: SF-268. Synergy scores: CSS=-0.336, Synergy_ZIP=-1.59, Synergy_Bliss=-0.664, Synergy_Loewe=-3.90, Synergy_HSA=-2.36. (10) Drug 1: CCC1(CC2CC(C3=C(CCN(C2)C1)C4=CC=CC=C4N3)(C5=C(C=C6C(=C5)C78CCN9C7C(C=CC9)(C(C(C8N6C)(C(=O)OC)O)OC(=O)C)CC)OC)C(=O)OC)O.OS(=O)(=O)O. Drug 2: C#CCC(CC1=CN=C2C(=N1)C(=NC(=N2)N)N)C3=CC=C(C=C3)C(=O)NC(CCC(=O)O)C(=O)O. Cell line: BT-549. Synergy scores: CSS=9.02, Synergy_ZIP=-5.27, Synergy_Bliss=-7.45, Synergy_Loewe=-4.29, Synergy_HSA=-4.13.